This data is from Forward reaction prediction with 1.9M reactions from USPTO patents (1976-2016). The task is: Predict the product of the given reaction. (1) Given the reactants Cl[C:2]1[N:7]=[C:6]([C:8]2[N:12]3[CH:13]=[CH:14][CH:15]=[CH:16][C:11]3=[N:10][C:9]=2[C:17]2[CH:18]=[C:19]([CH:31]=[CH:32][CH:33]=2)[C:20]([NH:22][C:23]2[C:28]([F:29])=[CH:27][CH:26]=[CH:25][C:24]=2[F:30])=[O:21])[CH:5]=[CH:4][N:3]=1.[F:34][CH2:35][CH2:36][N:37]1[CH2:42][C@@H:41]2[CH2:43][C@H:38]1[CH2:39][N:40]2[CH:44]1[CH2:49][CH2:48][N:47]([C:50]2[CH:56]=[CH:55][C:53]([NH2:54])=[C:52]([O:57][CH3:58])[CH:51]=2)[CH2:46][CH2:45]1.Cl.C[O-].[Na+], predict the reaction product. The product is: [F:30][C:24]1[CH:25]=[CH:26][CH:27]=[C:28]([F:29])[C:23]=1[NH:22][C:20](=[O:21])[C:19]1[CH:31]=[CH:32][CH:33]=[C:17]([C:9]2[N:10]=[C:11]3[CH:16]=[CH:15][CH:14]=[CH:13][N:12]3[C:8]=2[C:6]2[CH:5]=[CH:4][N:3]=[C:2]([NH:54][C:53]3[CH:55]=[CH:56][C:50]([N:47]4[CH2:48][CH2:49][CH:44]([N:40]5[CH2:39][C@@H:38]6[CH2:43][C@H:41]5[CH2:42][N:37]6[CH2:36][CH2:35][F:34])[CH2:45][CH2:46]4)=[CH:51][C:52]=3[O:57][CH3:58])[N:7]=2)[CH:18]=1. (2) Given the reactants I[C:2]1[CH:7]=[CH:6][C:5]([C:8]2[O:9][C:10]([C:13]3[C:14]([C:19]4[CH:24]=[CH:23][CH:22]=[CH:21][CH:20]=4)=[N:15][O:16][C:17]=3[CH3:18])=[N:11][N:12]=2)=[CH:4][CH:3]=1.CC(C)([O-])C.[Na+].Cl.[F:32][C:33]1([F:39])[CH2:38][CH2:37][NH:36][CH2:35][CH2:34]1, predict the reaction product. The product is: [F:32][C:33]1([F:39])[CH2:38][CH2:37][N:36]([C:2]2[CH:7]=[CH:6][C:5]([C:8]3[O:9][C:10]([C:13]4[C:14]([C:19]5[CH:24]=[CH:23][CH:22]=[CH:21][CH:20]=5)=[N:15][O:16][C:17]=4[CH3:18])=[N:11][N:12]=3)=[CH:4][CH:3]=2)[CH2:35][CH2:34]1.